This data is from Forward reaction prediction with 1.9M reactions from USPTO patents (1976-2016). The task is: Predict the product of the given reaction. Given the reactants [CH2:1]([C:4]1[CH:9]=[CH:8][CH:7]=[CH:6][C:5]=1[OH:10])[CH:2]=[CH2:3].Br[CH2:12][C:13](OC)=[O:14].C(=O)([O-])[O-].[K+].[K+], predict the reaction product. The product is: [CH2:1]([C:4]1[CH:9]=[CH:8][CH:7]=[CH:6][C:5]=1[O:10][CH2:12][CH2:13][OH:14])[CH:2]=[CH2:3].